Dataset: Forward reaction prediction with 1.9M reactions from USPTO patents (1976-2016). Task: Predict the product of the given reaction. Given the reactants [NH2:1][C:2]1[CH:7]=[N:6][CH:5]=[CH:4][N:3]=1.[Br:8][CH2:9][C:10](O[C:10](=[O:11])[CH2:9][Br:8])=[O:11], predict the reaction product. The product is: [Br:8][CH2:9][C:10]([NH:1][C:2]1[CH:7]=[N:6][CH:5]=[CH:4][N:3]=1)=[O:11].